Dataset: Catalyst prediction with 721,799 reactions and 888 catalyst types from USPTO. Task: Predict which catalyst facilitates the given reaction. (1) Product: [ClH:33].[ClH:43].[NH2:1][C:2]1[CH:10]=[C:9]([C@H:11]([NH:15][C:16]([N:18]2[C:24](=[O:25])[C@H:23]([CH2:26][C:27]3[CH:32]=[C:31]([Cl:33])[CH:30]=[CH:29][C:28]=3[O:34][CH3:35])[CH2:22][NH:21][C:20](=[N:36][O:37][CH2:38][CH3:39])[CH2:19]2)=[O:17])[CH2:12][CH2:13][CH3:14])[CH:8]=[CH:7][C:3]=1[C:4]([OH:6])=[O:5]. The catalyst class is: 13. Reactant: [NH2:1][C:2]1[CH:10]=[C:9]([C@H:11]([NH:15][C:16]([N:18]2[C:24](=[O:25])[C@H:23]([CH2:26][C:27]3[CH:32]=[C:31]([Cl:33])[CH:30]=[CH:29][C:28]=3[O:34][CH3:35])[CH2:22][NH:21][C:20](=[N:36][O:37][CH2:38][CH3:39])[CH2:19]2)=[O:17])[CH2:12][CH2:13][CH3:14])[CH:8]=[CH:7][C:3]=1[C:4]([OH:6])=[O:5].C(#N)C.[ClH:43]. (2) Reactant: [CH2:1]([O:8][C@H:9]([C:11]1[N:15]([CH2:16][CH2:17][CH3:18])[C:14](=[O:19])[NH:13][N:12]=1)[CH3:10])[C:2]1[CH:7]=[CH:6][CH:5]=[CH:4][CH:3]=1.[CH3:20][C:21]1[CH:28]=[CH:27][C:24]([CH2:25]Br)=[CH:23][CH:22]=1.C(=O)([O-])[O-].[K+].[K+]. Product: [CH2:1]([O:8][C@H:9]([C:11]1[N:15]([CH2:16][CH2:17][CH3:18])[C:14](=[O:19])[N:13]([CH2:20][C:21]2[CH:28]=[CH:27][C:24]([CH3:25])=[CH:23][CH:22]=2)[N:12]=1)[CH3:10])[C:2]1[CH:7]=[CH:6][CH:5]=[CH:4][CH:3]=1. The catalyst class is: 35. (3) Product: [C:18]([CH:20]([C:2]1[N:7]=[C:6]([C:8]([F:11])([F:10])[F:9])[CH:5]=[CH:4][N:3]=1)[C:21]([O:23][C:24]([CH3:27])([CH3:26])[CH3:25])=[O:22])#[N:19]. The catalyst class is: 179. Reactant: Cl[C:2]1[N:7]=[C:6]([C:8]([F:11])([F:10])[F:9])[CH:5]=[CH:4][N:3]=1.C([O-])([O-])=O.[K+].[K+].[C:18]([CH2:20][C:21]([O:23][C:24]([CH3:27])([CH3:26])[CH3:25])=[O:22])#[N:19].Cl. (4) Reactant: [CH3:1][O:2][C:3](=[O:23])[CH2:4][C:5]1[CH:10]=[CH:9][CH:8]=[C:7]([C:11]#[C:12][CH2:13][CH2:14][O:15][Si](C(C)(C)C)(C)C)[CH:6]=1.[H][H]. Product: [CH3:1][O:2][C:3](=[O:23])[CH2:4][C:5]1[CH:10]=[CH:9][CH:8]=[C:7]([CH2:11][CH2:12][CH2:13][CH2:14][OH:15])[CH:6]=1. The catalyst class is: 19. (5) Reactant: CO[C:3](=[O:20])[C:4]1[CH:9]=[C:8]([C:10]2[CH:15]=[CH:14][N:13]=[N:12][CH:11]=2)[C:7]([CH:16]([CH3:18])[CH3:17])=[CH:6][C:5]=1[NH2:19].ClC([O:24][C:25]1C=CC(Cl)=CC=1)=O.[CH3:32][S:33]([NH:36][NH2:37])(=[O:35])=[O:34].CCN(C(C)C)C(C)C. Product: [CH:16]([C:7]1[CH:6]=[C:5]2[C:4]([C:3](=[O:20])[N:37]([NH:36][S:33]([CH3:32])(=[O:35])=[O:34])[C:25](=[O:24])[NH:19]2)=[CH:9][C:8]=1[C:10]1[CH:15]=[CH:14][N:13]=[N:12][CH:11]=1)([CH3:17])[CH3:18]. The catalyst class is: 12. (6) Reactant: [CH3:1][O:2][C:3]1[CH:37]=[CH:36][C:6]([C:7]([O:22][CH2:23][C:24]2[CH:25]=[C:26]([CH:31]=[C:32]([CH2:34][F:35])[CH:33]=2)[CH2:27][N:28]=[N+]=[N-])([C:16]2[CH:21]=[CH:20][CH:19]=[CH:18][CH:17]=2)[C:8]2[CH:13]=[CH:12][C:11]([O:14][CH3:15])=[CH:10][CH:9]=2)=[CH:5][CH:4]=1.O.C1(P(C2C=CC=CC=2)C2C=CC=CC=2)C=CC=CC=1. Product: [CH3:15][O:14][C:11]1[CH:12]=[CH:13][C:8]([C:7]([O:22][CH2:23][C:24]2[CH:25]=[C:26]([CH:31]=[C:32]([CH2:34][F:35])[CH:33]=2)[CH2:27][NH2:28])([C:16]2[CH:21]=[CH:20][CH:19]=[CH:18][CH:17]=2)[C:6]2[CH:36]=[CH:37][C:3]([O:2][CH3:1])=[CH:4][CH:5]=2)=[CH:9][CH:10]=1. The catalyst class is: 1.